This data is from Full USPTO retrosynthesis dataset with 1.9M reactions from patents (1976-2016). The task is: Predict the reactants needed to synthesize the given product. (1) Given the product [C:51]1([C:41]2[CH:42]=[CH:43][CH:44]=[CH:45][CH:46]=2)[CH:81]=[CH:80][C:79]([C@@:7]2([S:30][CH2:31][CH2:32][CH2:33][CH3:34])[CH2:11][N:10]([C:12](=[O:26])[C@@H:13]([NH:18][C:19](=[O:20])[O:21][C:22]([CH3:24])([CH3:23])[CH3:25])[C:14]([CH3:15])([CH3:16])[CH3:17])[C@H:9]([C:27](=[O:28])[NH:52][C@:53]3([C:58](=[O:59])[NH:60][S:61]([CH:64]4[CH2:66][CH2:65]4)(=[O:63])=[O:62])[CH2:55][C@H:54]3[CH:56]=[CH2:57])[CH2:8]2)=[CH:78][CH:77]=1, predict the reactants needed to synthesize it. The reactants are: C1(C2C=CC=CC=2)C=CC([C@@:7]2([S:30][CH2:31][CH2:32][CH2:33][CH3:34])[CH2:11][N:10]([C:12](=[O:26])[C@@H:13]([NH:18][C:19]([O:21][C:22]([CH3:25])([CH3:24])[CH3:23])=[O:20])[C:14]([CH3:17])([CH3:16])[CH3:15])[C@H:9]([C:27](O)=[O:28])[CH2:8]2)=CC=1.[C:41]1([CH3:51])[CH:46]=[CH:45][C:44](S(O)(=O)=O)=[CH:43][CH:42]=1.[NH2:52][C@:53]1([C:58]([NH:60][S:61]([CH:64]2[CH2:66][CH2:65]2)(=[O:63])=[O:62])=[O:59])[CH2:55][C@H:54]1[CH:56]=[CH2:57].O.CN(C(ON1N=N[C:78]2[CH:79]=[CH:80][CH:81]=N[C:77]1=2)=[N+](C)C)C.F[P-](F)(F)(F)(F)F.C(N(CC)C(C)C)(C)C. (2) The reactants are: [Br:1][C:2]1[CH:27]=[CH:26][C:5]([O:6][C:7]2[CH:12]=[CH:11][CH:10]=[CH:9][C:8]=2[NH:13][S:14]([C:17]2[CH:25]=[CH:24][C:20]([C:21]([OH:23])=O)=[CH:19][CH:18]=2)(=[O:16])=[O:15])=[CH:4][CH:3]=1.Cl.Cl.Cl.Cl.[N:32]1[CH:37]=[CH:36][CH:35]=[CH:34][C:33]=1[N:38]1[CH2:43][CH2:42][N:41]([CH2:44][CH2:45][NH2:46])[CH2:40][CH2:39]1. Given the product [Br:1][C:2]1[CH:27]=[CH:26][C:5]([O:6][C:7]2[CH:12]=[CH:11][CH:10]=[CH:9][C:8]=2[NH:13][S:14]([C:17]2[CH:18]=[CH:19][C:20]([C:21]([NH:46][CH2:45][CH2:44][N:41]3[CH2:40][CH2:39][N:38]([C:33]4[CH:34]=[CH:35][CH:36]=[CH:37][N:32]=4)[CH2:43][CH2:42]3)=[O:23])=[CH:24][CH:25]=2)(=[O:15])=[O:16])=[CH:4][CH:3]=1, predict the reactants needed to synthesize it. (3) Given the product [CH3:1][C:2]1[N:3]([C:8]2[CH:9]=[C:10]3[C:15](=[CH:16][CH:17]=2)[CH2:14][NH:13][CH2:12][CH2:11]3)[C:4]([CH3:7])=[CH:5][CH:6]=1, predict the reactants needed to synthesize it. The reactants are: [CH3:1][C:2]1[N:3]([C:8]2[CH:9]=[C:10]3[C:15](=[CH:16][CH:17]=2)[CH2:14][N:13](C(=O)C(F)(F)F)[CH2:12][CH2:11]3)[C:4]([CH3:7])=[CH:5][CH:6]=1.O.C(=O)([O-])[O-].[K+].[K+]. (4) The reactants are: O[CH2:2][C:3]1[CH2:4][N:5]([C:15](=[O:17])[CH3:16])[CH2:6][CH2:7][C:8]=1[C:9]1[CH:14]=[CH:13][CH:12]=[CH:11][CH:10]=1.O=S(Cl)[Cl:20]. Given the product [Cl:20][CH2:2][C:3]1[CH2:4][N:5]([C:15](=[O:17])[CH3:16])[CH2:6][CH2:7][C:8]=1[C:9]1[CH:14]=[CH:13][CH:12]=[CH:11][CH:10]=1, predict the reactants needed to synthesize it.